Dataset: Full USPTO retrosynthesis dataset with 1.9M reactions from patents (1976-2016). Task: Predict the reactants needed to synthesize the given product. (1) Given the product [CH2:8]([NH:15][C:16]([C:18]1[S:22][C:21]([NH:23][C:5](=[O:6])[CH2:4][CH:1]2[CH2:3][CH2:2]2)=[N:20][C:19]=1[CH3:24])=[O:17])[C:9]1[CH:14]=[CH:13][CH:12]=[CH:11][CH:10]=1, predict the reactants needed to synthesize it. The reactants are: [CH:1]1([CH2:4][C:5](Cl)=[O:6])[CH2:3][CH2:2]1.[CH2:8]([NH:15][C:16]([C:18]1[S:22][C:21]([NH2:23])=[N:20][C:19]=1[CH3:24])=[O:17])[C:9]1[CH:14]=[CH:13][CH:12]=[CH:11][CH:10]=1. (2) Given the product [Cl:10][C:8]1[CH:7]=[CH:6][C:5]([O:11][CH2:12][CH2:13][CH2:14][N:15]2[CH2:21][CH2:20][CH2:19][O:18][CH:17]([CH2:22][C:23]3[CH:24]=[CH:25][C:26]([F:29])=[CH:27][CH:28]=3)[CH2:16]2)=[C:4]([CH:9]=1)[C:3]([OH:30])=[O:2], predict the reactants needed to synthesize it. The reactants are: C[O:2][C:3](=[O:30])[C:4]1[CH:9]=[C:8]([Cl:10])[CH:7]=[CH:6][C:5]=1[O:11][CH2:12][CH2:13][CH2:14][N:15]1[CH2:21][CH2:20][CH2:19][O:18][CH:17]([CH2:22][C:23]2[CH:28]=[CH:27][C:26]([F:29])=[CH:25][CH:24]=2)[CH2:16]1.[Li+].[OH-]. (3) Given the product [C:1]1([CH3:19])[CH:6]=[C:5]([CH3:7])[CH:4]=[C:3]([CH3:8])[C:2]=1[C:9]1[C:10]([CH3:18])=[C:11]([CH:12]=[CH:13][CH:14]=1)[NH2:15], predict the reactants needed to synthesize it. The reactants are: [C:1]1([CH3:19])[CH:6]=[C:5]([CH3:7])[CH:4]=[C:3]([CH3:8])[C:2]=1[C:9]1[CH:14]=[CH:13][CH:12]=[C:11]([N+:15]([O-])=O)[C:10]=1[CH3:18]. (4) Given the product [OH:14][C:8]1[C:9]2[CH:13]=[CH:12][S:11][C:10]=2[N:5]([CH2:1][CH:2]([CH3:3])[CH3:4])[C:6](=[O:15])[C:18]=1[C:22]([O:24][CH2:31][CH3:32])=[O:23], predict the reactants needed to synthesize it. The reactants are: [CH2:1]([N:5]1[C:10]2[S:11][CH:12]=[CH:13][C:9]=2[C:8](=[O:14])O[C:6]1=[O:15])[CH:2]([CH3:4])[CH3:3].C([C:18](CC)([C:22]([O-:24])=[O:23])C([O-])=O)C.[H-].[Na+].CN(C)[C:31](=O)[CH3:32]. (5) Given the product [O:2]1[CH2:7][CH2:6][N:5]([CH2:8][C:9]([N:11]2[CH2:16][CH2:15][N:14]([CH2:17][C:18]3[CH:19]=[C:20]4[C:25](=[CH:26][CH:27]=3)[CH2:24][NH:23][CH2:22][CH2:21]4)[CH2:13][CH2:12]2)=[O:10])[CH2:4][CH2:3]1, predict the reactants needed to synthesize it. The reactants are: Cl.[O:2]1[CH2:7][CH2:6][N:5]([CH2:8][C:9]([N:11]2[CH2:16][CH2:15][N:14]([CH2:17][C:18]3[CH:19]=[C:20]4[C:25](=[CH:26][CH:27]=3)[CH2:24][N:23](C(OC(C)(C)C)=O)[CH2:22][CH2:21]4)[CH2:13][CH2:12]2)=[O:10])[CH2:4][CH2:3]1. (6) Given the product [CH3:15][O:14][C:9]1[CH:10]=[C:11]2[C:6](=[CH:7][CH:8]=1)[C:5](=[O:16])[CH:4]([CH2:1]/[CH:2]=[CH:3]/[CH:17]=[O:21])[CH2:13][CH2:12]2, predict the reactants needed to synthesize it. The reactants are: [CH2:1]([CH:4]1[CH2:13][CH2:12][C:11]2[C:6](=[CH:7][CH:8]=[C:9]([O:14][CH3:15])[CH:10]=2)[C:5]1=[O:16])[CH:2]=[CH2:3].[CH:17](=[O:21])/C=C/C.